Dataset: Reaction yield outcomes from USPTO patents with 853,638 reactions. Task: Predict the reaction yield, written as a fraction of the theoretical maximum amount of product (1.0 means a 100% yield; for example, 0.34 means a 34% yield). (1) The reactants are [Cl:1][C:2]1[O:6][C:5]([CH2:7][C:8]2[CH:13]=[CH:12][C:11]([CH2:14][OH:15])=[CH:10][CH:9]=2)=[CH:4][CH:3]=1. The catalyst is [O-2].[O-2].[Mn+4].ClCCl. The product is [Cl:1][C:2]1[O:6][C:5]([CH2:7][C:8]2[CH:9]=[CH:10][C:11]([CH:14]=[O:15])=[CH:12][CH:13]=2)=[CH:4][CH:3]=1. The yield is 0.830. (2) The reactants are C1(P(C2C=CC=CC=2)C2C=CC=CC=2)C=CC=CC=1.C(Cl)Cl.Br[C:24]1[CH:25]=[N:26][C:27]([C:30]2[CH:35]=[CH:34][CH:33]=[CH:32][CH:31]=2)=[N:28][CH:29]=1.[C:36]1([C:42]2[O:43][CH:44]=[CH:45][N:46]=2)[CH:41]=[CH:40][CH:39]=[CH:38][CH:37]=1. The catalyst is C(=O)([O-])[O-].[Ag+2].C1C=CC(P(C2C=CC=CC=2)[C-]2C=CC=C2)=CC=1.C1C=CC(P(C2C=CC=CC=2)[C-]2C=CC=C2)=CC=1.Cl[Pd]Cl.[Fe+2].O. The product is [C:36]1([C:42]2[O:43][C:44]([C:24]3[CH:25]=[N:26][C:27]([C:30]4[CH:35]=[CH:34][CH:33]=[CH:32][CH:31]=4)=[N:28][CH:29]=3)=[CH:45][N:46]=2)[CH:37]=[CH:38][CH:39]=[CH:40][CH:41]=1. The yield is 0.110. (3) The reactants are [NH2:1][C@@H:2]1[CH2:7][CH2:6][N:5]([C:8]([O:10][C:11]([CH3:14])([CH3:13])[CH3:12])=[O:9])[CH2:4][C@H:3]1[OH:15].N1C=CN=C1.[C:21](N1C=CN=C1)(N1C=CN=C1)=[O:22]. The catalyst is CN(C)C=O. The product is [O:22]=[C:21]1[NH:1][C@H:2]2[C@@H:3]([CH2:4][N:5]([C:8]([O:10][C:11]([CH3:12])([CH3:14])[CH3:13])=[O:9])[CH2:6][CH2:7]2)[O:15]1. The yield is 0.720. (4) The reactants are B([O-])[O-].Br[C:5]1[CH:10]=[CH:9][C:8]([C@@H:11]2[C@@H:13]([C:14]3[CH:19]=[CH:18][CH:17]=[CH:16][CH:15]=3)[C@H:12]2[C:20]([O:22][CH3:23])=[O:21])=[CH:7][CH:6]=1.Cl[C:25]1[N:30]=[CH:29][C:28]([Cl:31])=[CH:27][N:26]=1. No catalyst specified. The product is [CH3:23][O:22][C:20]([C@@H:12]1[C@H:13]([C:14]2[CH:19]=[CH:18][CH:17]=[CH:16][CH:15]=2)[C@H:11]1[C:8]1[CH:9]=[CH:10][C:5]([C:25]2[N:30]=[CH:29][C:28]([Cl:31])=[CH:27][N:26]=2)=[CH:6][CH:7]=1)=[O:21]. The yield is 0.560. (5) The reactants are [CH2:1]([O:3][C:4]1[CH:12]=[CH:11][C:7]([C:8]([OH:10])=O)=[CH:6][C:5]=1[C:13]([F:16])([F:15])[F:14])[CH3:2].C1C=CC2N(O)N=NC=2C=1.CCN=C=NCCCN(C)C.O[N:39]=[C:40]([C:42]1[C:43]2[CH2:44][CH2:45][CH:46]([OH:51])[C:47]=2[CH:48]=[CH:49][CH:50]=1)[NH2:41].[Na+].[Cl-]. The catalyst is CN(C=O)C. The product is [CH2:1]([O:3][C:4]1[CH:12]=[CH:11][C:7]([C:8]2[O:10][N:41]=[C:40]([C:42]3[CH:50]=[CH:49][CH:48]=[C:47]4[C:43]=3[CH2:44][CH2:45][CH:46]4[OH:51])[N:39]=2)=[CH:6][C:5]=1[C:13]([F:16])([F:15])[F:14])[CH3:2]. The yield is 0.510. (6) The reactants are Cl[C:2]1[CH:7]=[CH:6][N:5]=[C:4]2[CH:8]=[C:9]([C:11]3[N:12]=[CH:13][N:14]([CH2:17][CH3:18])[C:15]=3[CH3:16])[S:10][C:3]=12.C(=O)([O-])[O-].[K+].[K+].[F:25][C:26]1[CH:31]=[C:30]([N+:32]([O-:34])=[O:33])[CH:29]=[CH:28][C:27]=1[OH:35]. The catalyst is C1(OC2C=CC=CC=2)C=CC=CC=1.C(Cl)Cl. The product is [CH2:17]([N:14]1[C:15]([CH3:16])=[C:11]([C:9]2[S:10][C:3]3[C:4](=[N:5][CH:6]=[CH:7][C:2]=3[O:35][C:27]3[CH:28]=[CH:29][C:30]([N+:32]([O-:34])=[O:33])=[CH:31][C:26]=3[F:25])[CH:8]=2)[N:12]=[CH:13]1)[CH3:18]. The yield is 0.640. (7) The reactants are [F:1][C:2]1[CH:3]=[C:4]2[C:10]3([CH2:15][CH2:14][CH2:13][N:12]([C:16]([O:18][C:19]([CH3:22])([CH3:21])[CH3:20])=[O:17])[CH2:11]3)[C:9](=O)[NH:8][C:5]2=[CH:6][CH:7]=1.COCCO[Al]OCCOC.[Na]. The catalyst is C1(C)C=CC=CC=1. The product is [F:1][C:2]1[CH:3]=[C:4]2[C:10]3([CH2:15][CH2:14][CH2:13][N:12]([C:16]([O:18][C:19]([CH3:22])([CH3:21])[CH3:20])=[O:17])[CH2:11]3)[CH2:9][NH:8][C:5]2=[CH:6][CH:7]=1. The yield is 0.240. (8) The yield is 0.750. The product is [O:4]1[C:5]2([CH2:6][CH2:7][CH:8]([N:11]3[C:44](=[O:45])[C:43]([CH2:42][C:39]4[CH:40]=[CH:41][C:36]([C:31]5[C:30]([C:28]#[N:29])=[CH:35][CH:34]=[CH:33][CH:32]=5)=[CH:37][C:38]=4[F:54])=[C:49]([CH2:50][CH2:51][CH3:52])[N:16]4[N:15]=[CH:14][CH:13]=[C:12]34)[CH2:9][CH2:10]2)[O:1][CH2:2][CH2:3]1. The reactants are [O:1]1[C:5]2([CH2:10][CH2:9][CH:8]([NH:11][C:12]3[NH:16][N:15]=[CH:14][CH:13]=3)[CH2:7][CH2:6]2)[O:4][CH2:3][CH2:2]1.N12CCCN=C1CCCCC2.[C:28]([C:30]1[CH:35]=[CH:34][CH:33]=[CH:32][C:31]=1[C:36]1[CH:41]=[CH:40][C:39]([CH2:42][CH:43]([C:49](=O)[CH2:50][CH2:51][CH3:52])[C:44](OCC)=[O:45])=[C:38]([F:54])[CH:37]=1)#[N:29].C(OCC)(=O)C. The catalyst is CCN(C1C=CC=CC=1)CC.O. (9) The product is [CH3:13][N:14]([CH3:23])[C:15]1[CH:22]=[CH:21][C:18]([CH2:19][NH:1][C:2]2[CH:3]=[CH:4][C:5]([C:6]([O:8][CH2:9][CH3:10])=[O:7])=[CH:11][CH:12]=2)=[CH:17][CH:16]=1. The catalyst is C(Cl)Cl.C(O)(=O)C. The reactants are [NH2:1][C:2]1[CH:12]=[CH:11][C:5]([C:6]([O:8][CH2:9][CH3:10])=[O:7])=[CH:4][CH:3]=1.[CH3:13][N:14]([CH3:23])[C:15]1[CH:22]=[CH:21][C:18]([CH:19]=O)=[CH:17][CH:16]=1.C(O[BH-](OC(=O)C)OC(=O)C)(=O)C.[Na+].C(=O)([O-])O.[Na+]. The yield is 0.640.